Dataset: Peptide-MHC class II binding affinity with 134,281 pairs from IEDB. Task: Regression. Given a peptide amino acid sequence and an MHC pseudo amino acid sequence, predict their binding affinity value. This is MHC class II binding data. The peptide sequence is NVSHIQSAVVCGRRH. The MHC is HLA-DPA10201-DPB11401 with pseudo-sequence HLA-DPA10201-DPB11401. The binding affinity (normalized) is 0.766.